From a dataset of Reaction yield outcomes from USPTO patents with 853,638 reactions. Predict the reaction yield, written as a fraction of the theoretical maximum amount of product (1.0 means a 100% yield; for example, 0.34 means a 34% yield). The reactants are [Cl:1][C:2]1[N:7]=[C:6]([NH:8][CH2:9][CH2:10][CH2:11][NH:12][S:13]([C:16]2[CH:21]=[CH:20][CH:19]=[C:18]([N+:22]([O-])=O)[CH:17]=2)(=[O:15])=[O:14])[C:5]([I:25])=[CH:4][N:3]=1.[OH-].[Na+]. The catalyst is O1CCCC1.Cl. The product is [NH2:22][C:18]1[CH:17]=[C:16]([S:13]([NH:12][CH2:11][CH2:10][CH2:9][NH:8][C:6]2[C:5]([I:25])=[CH:4][N:3]=[C:2]([Cl:1])[N:7]=2)(=[O:14])=[O:15])[CH:21]=[CH:20][CH:19]=1. The yield is 0.580.